This data is from Experimentally validated miRNA-target interactions with 360,000+ pairs, plus equal number of negative samples. The task is: Binary Classification. Given a miRNA mature sequence and a target amino acid sequence, predict their likelihood of interaction. (1) The miRNA is hsa-miR-26b-5p with sequence UUCAAGUAAUUCAGGAUAGGU. The protein sequence of the target gene is MGSSGLGKAATLDELLCTCIEMFDDNGELDNSYLPRIVLLMHRWYLSSTELAEKLLCMYRNATGESCNEFRLKICYFMRYWILKFPAEFNLDLGLIRMTEEFREVASQLGYEKHVSLIDISSIPSYDWMRRVTQRKKVSKKGKACLLFDHLEPIELAEHLTFLEHKSFRRISFTDYQSYVIHGCLENNPTLERSIALFNGISKWVQLMVLSKPTPQQRAEVITKFINVAKKLLQLKNFNTLMAVVGGLSHSSISRLKETHSHLSSEVTKNWNEMTELVSSNGNYCNYRKAFADCDGFKIP.... Result: 1 (interaction). (2) The miRNA is hsa-miR-4772-5p with sequence UGAUCAGGCAAAAUUGCAGACU. The protein sequence of the target gene is MARGSAVAWAALGPLLWGCALGLQGGMLYPQESPSRECKELDGLWSFRADFSDNRRRGFEEQWYRRPLWESGPTVDMPVPSSFNDISQDWRLRHFVGWVWYEREVILPERWTQDLRTRVVLRIGSAHSYAIVWVNGVDTLEHEGGYLPFEADISNLVQVGPLPSRLRITIAINNTLTPTTLPPGTIQYLTDTSKYPKGYFVQNTYFDFFNYAGLQRSVLLYTTPTTYIDDITVTTSVEQDSGLVNYQISVKGSNLFKLEVRLLDAENKVVANGTGTQGQLKVPGVSLWWPYLMHERPAYL.... Result: 0 (no interaction). (3) The miRNA is hsa-miR-3662 with sequence GAAAAUGAUGAGUAGUGACUGAUG. The protein sequence of the target gene is MQTSETGSDTGSTVTLQTSVASQAAVPTQVVQQVPVQQQVQQVQTVQQVQHVYPAQVQYVEGSDTVYTNGAIRTTTYPYTETQMYSQNTGGNYFDTQGSSAQVTTVVSSHSMVGTGGIQMGVTGGQLISSSGGTYLIGNSMENSGHSVTHTTRASPATIEMAIETLQKSDGLSTHRSSLLNSHLQWLLDNYETAEGVSLPRSTLYNHYLRHCQEHKLDPVNAASFGKLIRSIFMGLRTRRLGTRGNSKYHYYGIRVKPDSPLNRLQEDMQYMAMRQQPMQQKQRYKPMQKVDGVADGFTG.... Result: 1 (interaction).